Dataset: Peptide-MHC class I binding affinity with 185,985 pairs from IEDB/IMGT. Task: Regression. Given a peptide amino acid sequence and an MHC pseudo amino acid sequence, predict their binding affinity value. This is MHC class I binding data. The peptide sequence is SVFELSNFA. The MHC is HLA-A26:01 with pseudo-sequence HLA-A26:01. The binding affinity (normalized) is 0.0847.